Dataset: Catalyst prediction with 721,799 reactions and 888 catalyst types from USPTO. Task: Predict which catalyst facilitates the given reaction. (1) Reactant: [F:1][C:2]1[CH:7]=[CH:6][C:5]([C:8](=[C:24]2[CH2:29][C:28]([CH3:31])([CH3:30])[CH2:27][C:26]([CH3:33])([CH3:32])[CH2:25]2)[C:9]2[CH:14]=[CH:13][C:12]([O:15][CH2:16][CH2:17][CH2:18][C:19]([O:21]CC)=[O:20])=[CH:11][CH:10]=2)=[CH:4][CH:3]=1.[OH-].[Na+].Cl. The catalyst class is: 242. Product: [F:1][C:2]1[CH:7]=[CH:6][C:5]([C:8](=[C:24]2[CH2:29][C:28]([CH3:31])([CH3:30])[CH2:27][C:26]([CH3:33])([CH3:32])[CH2:25]2)[C:9]2[CH:14]=[CH:13][C:12]([O:15][CH2:16][CH2:17][CH2:18][C:19]([OH:21])=[O:20])=[CH:11][CH:10]=2)=[CH:4][CH:3]=1. (2) Reactant: [CH2:1]([O:8][C:9]1[CH:10]=[CH:11][C:12]([CH2:15][C:16](O)=O)=[N:13][CH:14]=1)[C:2]1[CH:7]=[CH:6][CH:5]=[CH:4][CH:3]=1.[NH2:19][C:20]1[CH:21]=[C:22]([CH:25]=[CH:26][C:27]=1[NH:28][CH2:29][CH:30]1[CH2:32][CH2:31]1)[C:23]#[N:24].CN(C(ON1N=NC2C=CC=NC1=2)=[N+](C)C)C.F[P-](F)(F)(F)(F)F. Product: [CH2:1]([O:8][C:9]1[CH:10]=[CH:11][C:12]([CH2:15][C:16]2[N:28]([CH2:29][CH:30]3[CH2:32][CH2:31]3)[C:27]3[CH:26]=[CH:25][C:22]([C:23]#[N:24])=[CH:21][C:20]=3[N:19]=2)=[N:13][CH:14]=1)[C:2]1[CH:7]=[CH:6][CH:5]=[CH:4][CH:3]=1. The catalyst class is: 52. (3) Reactant: [CH3:1][NH:2][C:3]1[CH:18]=[CH:17][C:6]([O:7][C:8]2[CH:13]=[CH:12][N:11]=[C:10](C(O)=O)[CH:9]=2)=[CH:5][C:4]=1[N+:19]([O-:21])=[O:20].C1(P(N=[N+]=[N-])(C2C=CC=CC=2)=[O:29])C=CC=CC=1.C([N:41]([CH2:44]C)CC)C.[N:46]1([CH2:52][CH2:53][NH2:54])[CH2:51][CH2:50][O:49][CH2:48][CH2:47]1. Product: [CH3:1][NH:2][C:3]1[CH:18]=[CH:17][C:6]([O:7][C:8]2[CH:13]=[CH:12][N:11]=[C:10]([NH:41][C:44]([NH:54][CH2:53][CH2:52][N:46]3[CH2:51][CH2:50][O:49][CH2:48][CH2:47]3)=[O:29])[CH:9]=2)=[CH:5][C:4]=1[N+:19]([O-:21])=[O:20]. The catalyst class is: 11. (4) Reactant: [H-].[Na+].[Cl:3][C:4]1[CH:9]=[CH:8][CH:7]=[C:6]([Cl:10])[C:5]=1[CH:11]1[CH2:16][CH2:15][N:14]([CH2:17][C:18]2[C:26]3[C:21](=[CH:22][CH:23]=[CH:24][CH:25]=3)[NH:20][C:19]=2[C:27]2[CH:32]=[CH:31][CH:30]=[CH:29][CH:28]=2)[CH2:13][CH2:12]1.Br[CH2:34][C:35]([O:37][C:38]([CH3:41])([CH3:40])[CH3:39])=[O:36].O. Product: [C:38]([O:37][C:35](=[O:36])[CH2:34][N:20]1[C:21]2[C:26](=[CH:25][CH:24]=[CH:23][CH:22]=2)[C:18]([CH2:17][N:14]2[CH2:13][CH2:12][CH:11]([C:5]3[C:4]([Cl:3])=[CH:9][CH:8]=[CH:7][C:6]=3[Cl:10])[CH2:16][CH2:15]2)=[C:19]1[C:27]1[CH:32]=[CH:31][CH:30]=[CH:29][CH:28]=1)([CH3:41])([CH3:40])[CH3:39]. The catalyst class is: 3. (5) Reactant: [Cl:1][C:2]1[C:7](NC)=[CH:6][CH:5]=[CH:4][N:3]=1.[CH:10]([NH:13]C(C)C)(C)C.[Li].[C:18]1([CH2:24][O:25][CH2:26][CH:27]2[CH2:29][O:28]2)[CH:23]=[CH:22][CH:21]=[CH:20][CH:19]=1.[NH4+].[Cl-]. Product: [Cl:1][C:2]1[C:7]([CH2:10][NH:13][CH2:29][CH:27]([OH:28])[CH2:26][O:25][CH2:24][C:18]2[CH:23]=[CH:22][CH:21]=[CH:20][CH:19]=2)=[CH:6][CH:5]=[CH:4][N:3]=1. The catalyst class is: 1. (6) Reactant: [OH:1][C:2]1[C:3]([O:20][CH3:21])=[C:4]([C:10]2[CH:11]=[C:12]3[C:16](=[CH:17][CH:18]=2)[C:15](=[O:19])[O:14][CH2:13]3)[CH:5]=[CH:6][C:7]=1[O:8][CH3:9].C(=O)([O-])[O-].[K+].[K+].[CH2:28](Br)[CH2:29][CH3:30]. Product: [CH3:21][O:20][C:3]1[C:2]([O:1][CH2:28][CH2:29][CH3:30])=[C:7]([O:8][CH3:9])[CH:6]=[CH:5][C:4]=1[C:10]1[CH:11]=[C:12]2[C:16](=[CH:17][CH:18]=1)[C:15](=[O:19])[O:14][CH2:13]2. The catalyst class is: 10. (7) Reactant: Cl[C:2]1[C:11]([N:12]([CH:14]([CH3:16])[CH3:15])[CH3:13])=[N:10][C:9]2[C:4](=[CH:5][CH:6]=[C:7]([C:17]([O:19][CH3:20])=[O:18])[CH:8]=2)[N:3]=1.[F:21][C:22]1[CH:27]=[CH:26][C:25](B(O)O)=[CH:24][CH:23]=1.[O-]P([O-])([O-])=O.[K+].[K+].[K+]. Product: [F:21][C:22]1[CH:27]=[CH:26][C:25]([C:2]2[C:11]([N:12]([CH:14]([CH3:16])[CH3:15])[CH3:13])=[N:10][C:9]3[C:4](=[CH:5][CH:6]=[C:7]([C:17]([O:19][CH3:20])=[O:18])[CH:8]=3)[N:3]=2)=[CH:24][CH:23]=1. The catalyst class is: 203. (8) Reactant: [Cl:1][C:2]1[CH:3]=[C:4]([C@H:9]([CH2:21][CH2:22][N:23]2[CH2:28][CH2:27][NH:26][CH2:25][CH2:24]2)[CH2:10][N:11]([CH3:20])[C:12](=[O:19])[C:13]2[CH:18]=[CH:17][CH:16]=[CH:15][CH:14]=2)[CH:5]=[CH:6][C:7]=1[Cl:8].[O:29]1[CH:33]=[CH:32][CH:31]=[C:30]1B(O)O.[O:37]=[CH:38][C@@H:39]([CH2:41]O)[OH:40]. Product: [Cl:1][C:2]1[CH:3]=[C:4]([C@H:9]([CH2:21][CH2:22][N:23]2[CH2:24][CH2:25][N:26]([CH:41]([C:30]3[O:29][CH:33]=[CH:32][CH:31]=3)[C@H:39]([OH:40])[CH2:38][OH:37])[CH2:27][CH2:28]2)[CH2:10][N:11]([CH3:20])[C:12](=[O:19])[C:13]2[CH:14]=[CH:15][CH:16]=[CH:17][CH:18]=2)[CH:5]=[CH:6][C:7]=1[Cl:8]. The catalyst class is: 40. (9) Reactant: [Cl:1][C:2]1[CH:25]=[CH:24][C:5]([CH2:6][NH:7][C:8](=[O:23])[CH2:9][C:10]2[CH:19]=[CH:18][C:17]3[O:16][C:15]([CH3:21])([CH3:20])[CH:14]4[O:22][CH:13]4[C:12]=3[CH:11]=2)=[CH:4][CH:3]=1.[NH3:26]. Product: [NH2:26][CH:13]1[C:12]2[C:17](=[CH:18][CH:19]=[C:10]([CH2:9][C:8]([NH:7][CH2:6][C:5]3[CH:24]=[CH:25][C:2]([Cl:1])=[CH:3][CH:4]=3)=[O:23])[CH:11]=2)[O:16][C:15]([CH3:21])([CH3:20])[CH:14]1[OH:22]. The catalyst class is: 8. (10) Reactant: C[Si]([N-][Si](C)(C)C)(C)C.[Na+].CN(C)C=O.C([O:19][C@@H:20]1[C:30]2[C:25](=[N:26][CH:27]=[CH:28][CH:29]=2)[C@H:24]([OH:31])[CH2:23][CH2:22][C@H:21]1[C:32]1[CH:37]=[C:36]([F:38])[CH:35]=[C:34]([F:39])[CH:33]=1)(=O)C.[O:40]=[C:41]1[NH:49][C:44]2=[N:45][CH:46]=[CH:47][CH:48]=[C:43]2[N:42]1[CH:50]1[CH2:55][CH2:54][N:53]([C:56](OC2C=CC([N+]([O-])=O)=CC=2)=[O:57])[CH2:52][CH2:51]1. Product: [O:40]=[C:41]1[NH:49][C:44]2=[N:45][CH:46]=[CH:47][CH:48]=[C:43]2[N:42]1[CH:50]1[CH2:51][CH2:52][N:53]([C:56]([O:31][C@H:24]2[C:25]3=[N:26][CH:27]=[CH:28][CH:29]=[C:30]3[C@@H:20]([OH:19])[C@H:21]([C:32]3[CH:37]=[C:36]([F:38])[CH:35]=[C:34]([F:39])[CH:33]=3)[CH2:22][CH2:23]2)=[O:57])[CH2:54][CH2:55]1. The catalyst class is: 175.